This data is from Full USPTO retrosynthesis dataset with 1.9M reactions from patents (1976-2016). The task is: Predict the reactants needed to synthesize the given product. (1) Given the product [CH:1]1([CH2:7][N:8]2[C:12]3[CH:13]=[CH:14][C:15]([NH2:17])=[CH:16][C:11]=3[N:10]=[C:9]2[C:21]([CH3:24])([CH3:25])[CH2:22][CH3:23])[CH2:2][CH2:3][CH2:4][CH2:5][CH2:6]1, predict the reactants needed to synthesize it. The reactants are: [CH:1]1([CH2:7][N:8]2[C:12]3[CH:13]=[CH:14][C:15]([NH:17]C(=O)C)=[CH:16][C:11]=3[N:10]=[C:9]2[C:21]([CH3:25])([CH3:24])[CH2:22][CH3:23])[CH2:6][CH2:5][CH2:4][CH2:3][CH2:2]1. (2) Given the product [Cl:20][C:19]1[C:14]([N:12]2[CH2:13][C@H:9]([O:8][Si:1]([C:4]([CH3:7])([CH3:6])[CH3:5])([CH3:3])[CH3:2])[CH2:10][C@H:11]2[C:25]([O:27][CH3:28])=[O:26])=[N:15][CH:16]=[C:17]([C:21]2[N:22]=[C:40]([C:31]3[CH:30]=[CH:39][C:38]([C:25]4[CH:11]=[CH:10][CH:9]=[CH:13][C:43]=4[CH3:44])=[C:33]([CH2:34][O:36][CH3:37])[CH:32]=3)[O:24][N:23]=2)[CH:18]=1, predict the reactants needed to synthesize it. The reactants are: [Si:1]([O:8][C@H:9]1[CH2:13][N:12]([C:14]2[C:19]([Cl:20])=[CH:18][C:17]([C:21](=[N:23][OH:24])[NH2:22])=[CH:16][N:15]=2)[C@H:11]([C:25]([O:27][CH3:28])=[O:26])[CH2:10]1)([C:4]([CH3:7])([CH3:6])[CH3:5])([CH3:3])[CH3:2].Br[C:30]1[CH:39]=[CH:38][C:33]([C:34]([O:36][CH3:37])=O)=[CH:32][C:31]=1[CH2:40]OC.[CH2:43](Cl)[CH2:44]Cl. (3) Given the product [ClH:35].[NH2:7][C@H:8]([C:14]([N:16]1[CH2:20][CH2:19][C:18]([F:21])([F:22])[CH2:17]1)=[O:15])[CH2:9][CH2:10][CH2:11][CH2:12][NH:13][C:33]([CH:25]1[CH2:26][C:27]2[CH:32]=[CH:31][CH:30]=[CH:29][C:28]=2[O:24]1)=[O:34], predict the reactants needed to synthesize it. The reactants are: C(OC(=O)[NH:7][C@H:8]([C:14]([N:16]1[CH2:20][CH2:19][C:18]([F:22])([F:21])[CH2:17]1)=[O:15])[CH2:9][CH2:10][CH2:11][CH2:12][NH2:13])(C)(C)C.[O:24]1[C:28]2[CH:29]=[CH:30][CH:31]=[CH:32][C:27]=2[CH2:26][CH:25]1[C:33]([Cl:35])=[O:34]. (4) Given the product [Cl:79][C:80]1[CH:85]=[CH:84][C:83]([C:2]2[CH:7]=[CH:6][C:5]([C:8]3[C:13]([C:14]([F:17])([F:15])[F:16])=[CH:12][C:11]([F:18])=[C:10]([CH2:19][O:20][C:21]4[N:26]=[CH:25][C:24]5[C@@H:27]6[C@@H:30]([C:31]([O:33][CH2:34][CH3:35])=[O:32])[C@@H:28]6[CH2:29][C:23]=5[CH:22]=4)[CH:9]=3)=[C:4]([F:36])[CH:3]=2)=[C:82]([F:89])[CH:81]=1, predict the reactants needed to synthesize it. The reactants are: Cl[C:2]1[CH:7]=[CH:6][C:5]([C:8]2[C:13]([C:14]([F:17])([F:16])[F:15])=[CH:12][C:11]([F:18])=[C:10]([CH2:19][O:20][C:21]3[N:26]=[CH:25][C:24]4[C@@H:27]5[C@@H:30]([C:31]([O:33][CH2:34][CH3:35])=[O:32])[C@@H:28]5[CH2:29][C:23]=4[CH:22]=3)[CH:9]=2)=[C:4]([F:36])[CH:3]=1.FC1C=C(C(F)(F)F)C(C2C=CC(C3CCN(S(C)(=O)=O)CC3)=CC=2)=CC=1COC1N=CC2[C@@H]3[C@@H](C(O)=O)[C@@H]3CC=2C=1.[Cl:79][C:80]1[CH:85]=[CH:84][C:83](B(O)O)=[C:82]([F:89])[CH:81]=1.N#N.CC(C1C=C(C(C)C)C(C2C=CC=CC=2P(C2CCCCC2)C2CCCCC2)=C(C(C)C)C=1)C. (5) The reactants are: [O:1]1[C:5]2([CH2:10][CH2:9][CH2:8][CH2:7][CH2:6]2)[CH2:4][C:3]([CH:11]=O)=[N:2]1.[F:13][C:14]1[CH:19]=[CH:18][CH:17]=[CH:16][C:15]=1[C:20]1[CH:25]=[C:24]([CH3:26])[C:23]([NH2:27])=[C:22]([NH2:28])[CH:21]=1. Given the product [CH3:26][C:24]1[C:23]2[NH:27][C:11]([C:3]3[CH2:4][C:5]4([CH2:10][CH2:9][CH2:8][CH2:7][CH2:6]4)[O:1][N:2]=3)=[N:28][C:22]=2[CH:21]=[C:20]([C:15]2[CH:16]=[CH:17][CH:18]=[CH:19][C:14]=2[F:13])[CH:25]=1, predict the reactants needed to synthesize it.